This data is from Reaction yield outcomes from USPTO patents with 853,638 reactions. The task is: Predict the reaction yield, written as a fraction of the theoretical maximum amount of product (1.0 means a 100% yield; for example, 0.34 means a 34% yield). (1) The reactants are C[O:2][C:3](=[O:35])[CH2:4][CH2:5][C:6]1[CH:11]=[CH:10][C:9]([O:12][CH2:13][CH2:14][C@H:15]([O:17][C:18]2[CH:23]=[CH:22][C:21]([CH2:24][CH3:25])=[CH:20][C:19]=2[C:26]([C:28]2[CH:33]=[CH:32][CH:31]=[CH:30][N:29]=2)=[O:27])[CH3:16])=[CH:8][C:7]=1[CH3:34].[OH-].[Na+].Cl. The catalyst is CO.O. The product is [CH2:24]([C:21]1[CH:22]=[CH:23][C:18]([O:17][C@H:15]([CH3:16])[CH2:14][CH2:13][O:12][C:9]2[CH:10]=[CH:11][C:6]([CH2:5][CH2:4][C:3]([OH:35])=[O:2])=[C:7]([CH3:34])[CH:8]=2)=[C:19]([C:26]([C:28]2[CH:33]=[CH:32][CH:31]=[CH:30][N:29]=2)=[O:27])[CH:20]=1)[CH3:25]. The yield is 1.00. (2) The reactants are [Cl-].O[NH3+:3].[C:4](=[O:7])([O-])[OH:5].[Na+].CS(C)=O.[Si]([O:20][CH2:21][C:22]([CH3:59])([CH3:58])[O:23][C:24]1[CH:29]=[CH:28][C:27]([C:30]2[C:35](=[O:36])[N:34]([CH2:37][C:38]3[CH:43]=[CH:42][C:41]([C:44]4[C:45]([C:50]#[N:51])=[CH:46][CH:47]=[CH:48][CH:49]=4)=[CH:40][C:39]=3[F:52])[C:33]([CH2:53][CH2:54][CH3:55])=[N:32][C:31]=2[CH2:56][CH3:57])=[CH:26][CH:25]=1)(C(C)(C)C)(C)C. The catalyst is C(OCC)(=O)C. The product is [CH2:56]([C:31]1[N:32]=[C:33]([CH2:53][CH2:54][CH3:55])[N:34]([CH2:37][C:38]2[CH:43]=[CH:42][C:41]([C:44]3[CH:49]=[CH:48][CH:47]=[CH:46][C:45]=3[C:50]3[NH:51][C:4](=[O:7])[O:5][N:3]=3)=[CH:40][C:39]=2[F:52])[C:35](=[O:36])[C:30]=1[C:27]1[CH:26]=[CH:25][C:24]([O:23][C:22]([CH3:59])([CH3:58])[CH2:21][OH:20])=[CH:29][CH:28]=1)[CH3:57]. The yield is 0.820. (3) The reactants are [CH2:1]1[C:12]2[C:11]3[CH:10]=[CH:9][CH:8]=[CH:7][C:6]=3[NH:5][C:4]=2[CH2:3][CH2:2]1.Cl. The catalyst is [Pd]. The product is [CH2:1]1[CH:12]2[CH:4]([NH:5][C:6]3[CH:7]=[CH:8][CH:9]=[CH:10][C:11]=32)[CH2:3][CH2:2]1. The yield is 0.690. (4) The reactants are [CH:1]([N:4]1[C@@H:9]([CH3:10])[C:8](=[O:11])[NH:7][C:6]2[CH:12]=[C:13]([C:16](OC)=[O:17])[CH:14]=[N:15][C:5]1=2)([CH3:3])[CH3:2].[H-].[Na+].[H-].[H-].[H-].[H-].[Li+].[Al+3]. The catalyst is C1COCC1. The product is [OH:17][CH2:16][C:13]1[CH:14]=[N:15][C:5]2[N:4]([CH:1]([CH3:2])[CH3:3])[C@@H:9]([CH3:10])[C:8](=[O:11])[NH:7][C:6]=2[CH:12]=1. The yield is 0.520. (5) The reactants are [C:1]([O:5][C:6](=[O:28])[NH:7][CH:8]([CH3:27])[CH2:9][C:10]1[C:18]2[C:13](=[C:14]([O:19][CH2:20][C:21]3C=CC=CC=3)[CH:15]=[CH:16][CH:17]=2)[NH:12][CH:11]=1)([CH3:4])([CH3:3])[CH3:2].BrCC#[N:32].C(=O)([O-])[O-].[K+].[K+]. The catalyst is C(C(C)=O)C. The product is [C:1]([O:5][C:6](=[O:28])[NH:7][CH:8]([CH3:27])[CH2:9][C:10]1[C:18]2[C:13](=[C:14]([O:19][CH2:20][C:21]#[N:32])[CH:15]=[CH:16][CH:17]=2)[NH:12][CH:11]=1)([CH3:4])([CH3:3])[CH3:2]. The yield is 0.702. (6) The catalyst is O1CCCC1.C(OCC)(=O)C. The yield is 0.850. The reactants are [NH:1]([C:3]([C@@H:5]1[CH2:9][CH2:8][CH2:7][N:6]1[C:10]([O:12][C:13]([CH3:16])([CH3:15])[CH3:14])=[O:11])=[O:4])[NH2:2].[C:17](N1C=CN=C1)(N1C=CN=C1)=[O:18]. The product is [O:18]=[C:17]1[O:4][C:3]([C@@H:5]2[CH2:9][CH2:8][CH2:7][N:6]2[C:10]([O:12][C:13]([CH3:16])([CH3:15])[CH3:14])=[O:11])=[N:1][NH:2]1. (7) The reactants are [OH:1][CH:2]1[CH2:5][CH:4]([C:6]#[C:7][C:8]2[O:12][N:11]=[C:10]([CH2:13][CH2:14][C@@:15]([CH3:30])([S:26]([CH3:29])(=[O:28])=[O:27])[C:16]([O:18][CH2:19][C:20]3[CH:25]=[CH:24][CH:23]=[CH:22][CH:21]=3)=[O:17])[CH:9]=2)[CH2:3]1.CCN(C(C)C)C(C)C.S(=O)(=O)=O.N1C=CC=CC=1. The catalyst is C(Cl)Cl.CS(C)=O. The product is [CH3:30][C@@:15]([S:26]([CH3:29])(=[O:27])=[O:28])([CH2:14][CH2:13][C:10]1[CH:9]=[C:8]([C:7]#[C:6][CH:4]2[CH2:5][C:2](=[O:1])[CH2:3]2)[O:12][N:11]=1)[C:16]([O:18][CH2:19][C:20]1[CH:21]=[CH:22][CH:23]=[CH:24][CH:25]=1)=[O:17]. The yield is 0.870. (8) The reactants are [Cl:1][C:2]1[CH:7]=[CH:6][C:5]([C:8]([CH3:21])([CH3:20])[C:9]([NH:11][NH:12]C(OC(C)(C)C)=O)=[O:10])=[CH:4][C:3]=1[O:22][CH3:23].Cl. The catalyst is CCOC(C)=O.CCOCC. The product is [ClH:1].[Cl:1][C:2]1[CH:7]=[CH:6][C:5]([C:8]([CH3:21])([CH3:20])[C:9]([NH:11][NH2:12])=[O:10])=[CH:4][C:3]=1[O:22][CH3:23]. The yield is 0.670. (9) The reactants are [Cl:1][C:2]1[C:7]([C:8]2(O)[CH2:11][O:10][CH2:9]2)=[CH:6][CH:5]=[C:4]([CH3:13])[N:3]=1.C(N(S(F)(F)[F:20])CC)C. No catalyst specified. The product is [Cl:1][C:2]1[C:7]([C:8]2([F:20])[CH2:11][O:10][CH2:9]2)=[CH:6][CH:5]=[C:4]([CH3:13])[N:3]=1. The yield is 0.560. (10) The reactants are [NH2:1][C:2]1[NH:7][C:6](=[S:8])[C:5]([C:9]#[N:10])=[C:4]([C:11]2[CH:16]=[CH:15][CH:14]=[CH:13][CH:12]=2)[C:3]=1[C:17]#[N:18].[CH3:19][O-].[Na+].CI. The catalyst is CO. The product is [NH2:1][C:2]1[C:3]([C:17]#[N:18])=[C:4]([C:11]2[CH:16]=[CH:15][CH:14]=[CH:13][CH:12]=2)[C:5]([C:9]#[N:10])=[C:6]([S:8][CH3:19])[N:7]=1. The yield is 0.500.